This data is from Forward reaction prediction with 1.9M reactions from USPTO patents (1976-2016). The task is: Predict the product of the given reaction. (1) Given the reactants [ClH:1].[CH:2]1([N:5]2[C:14]3[C:9](=[CH:10][C:11]([F:44])=[C:12]([C:16]4[S:20][C:19]5[CH2:21][CH2:22][CH:23]([NH:24]C(C6C=CC=CC=6)(C6C=CC=CC=6)C6C=CC=CC=6)[C:18]=5[CH:17]=4)[C:13]=3[CH3:15])[C:8](=[O:45])[NH:7][C:6]2=[O:46])[CH2:4][CH2:3]1, predict the reaction product. The product is: [ClH:1].[NH2:24][CH:23]1[C:18]2[CH:17]=[C:16]([C:12]3[C:13]([CH3:15])=[C:14]4[C:9]([C:8](=[O:45])[NH:7][C:6](=[O:46])[N:5]4[CH:2]4[CH2:3][CH2:4]4)=[CH:10][C:11]=3[F:44])[S:20][C:19]=2[CH2:21][CH2:22]1. (2) Given the reactants C(O)(C(F)(F)F)=O.[CH:8]1([O:14][C:15](=[O:42])[CH2:16][CH2:17][C@H:18]([NH:34]C(OC(C)(C)C)=O)[CH2:19][S:20][C:21]2[CH:26]=[CH:25][C:24]([CH2:27][C:28]3[CH:33]=[CH:32][CH:31]=[CH:30][CH:29]=3)=[CH:23][CH:22]=2)[CH2:13][CH2:12][CH2:11][CH2:10][CH2:9]1, predict the reaction product. The product is: [CH:8]1([O:14][C:15](=[O:42])[CH2:16][CH2:17][C@H:18]([NH2:34])[CH2:19][S:20][C:21]2[CH:26]=[CH:25][C:24]([CH2:27][C:28]3[CH:29]=[CH:30][CH:31]=[CH:32][CH:33]=3)=[CH:23][CH:22]=2)[CH2:9][CH2:10][CH2:11][CH2:12][CH2:13]1. (3) Given the reactants [CH2:1]([O:3][C:4]([CH:6]1[CH2:10][CH2:9][S:8](=[O:12])(=[O:11])[NH:7]1)=[O:5])[CH3:2].C(=O)([O-])[O-].[K+].[K+].I[CH2:20][C:21]1[N:22]=[C:23]([CH2:26][O:27][C:28]2[CH:33]=[CH:32][C:31]([C:34]3[CH:39]=[C:38]([F:40])[C:37]([F:41])=[CH:36][C:35]=3[F:42])=[CH:30][CH:29]=2)[S:24][CH:25]=1, predict the reaction product. The product is: [CH2:1]([O:3][C:4]([CH:6]1[CH2:10][CH2:9][S:8](=[O:11])(=[O:12])[N:7]1[CH2:20][C:21]1[N:22]=[C:23]([CH2:26][O:27][C:28]2[CH:33]=[CH:32][C:31]([C:34]3[CH:39]=[C:38]([F:40])[C:37]([F:41])=[CH:36][C:35]=3[F:42])=[CH:30][CH:29]=2)[S:24][CH:25]=1)=[O:5])[CH3:2].